Dataset: NCI-60 drug combinations with 297,098 pairs across 59 cell lines. Task: Regression. Given two drug SMILES strings and cell line genomic features, predict the synergy score measuring deviation from expected non-interaction effect. (1) Drug 1: CC1=CC=C(C=C1)C2=CC(=NN2C3=CC=C(C=C3)S(=O)(=O)N)C(F)(F)F. Drug 2: CC1C(C(CC(O1)OC2CC(OC(C2O)C)OC3=CC4=CC5=C(C(=O)C(C(C5)C(C(=O)C(C(C)O)O)OC)OC6CC(C(C(O6)C)O)OC7CC(C(C(O7)C)O)OC8CC(C(C(O8)C)O)(C)O)C(=C4C(=C3C)O)O)O)O. Cell line: UACC-257. Synergy scores: CSS=6.89, Synergy_ZIP=0.558, Synergy_Bliss=0.740, Synergy_Loewe=-43.9, Synergy_HSA=-1.17. (2) Drug 1: CCC1=CC2CC(C3=C(CN(C2)C1)C4=CC=CC=C4N3)(C5=C(C=C6C(=C5)C78CCN9C7C(C=CC9)(C(C(C8N6C)(C(=O)OC)O)OC(=O)C)CC)OC)C(=O)OC.C(C(C(=O)O)O)(C(=O)O)O. Drug 2: C1=NC2=C(N=C(N=C2N1C3C(C(C(O3)CO)O)F)Cl)N. Cell line: HCT116. Synergy scores: CSS=40.2, Synergy_ZIP=-4.46, Synergy_Bliss=-10.8, Synergy_Loewe=-13.7, Synergy_HSA=-8.33. (3) Drug 1: CN1CCC(CC1)COC2=C(C=C3C(=C2)N=CN=C3NC4=C(C=C(C=C4)Br)F)OC. Drug 2: C1=CC(=CC=C1CCC2=CNC3=C2C(=O)NC(=N3)N)C(=O)NC(CCC(=O)O)C(=O)O. Cell line: NCIH23. Synergy scores: CSS=5.95, Synergy_ZIP=-1.50, Synergy_Bliss=-2.24, Synergy_Loewe=-4.40, Synergy_HSA=-2.46. (4) Drug 1: C1=CN(C=N1)CC(O)(P(=O)(O)O)P(=O)(O)O. Drug 2: CC1C(C(CC(O1)OC2CC(CC3=C2C(=C4C(=C3O)C(=O)C5=CC=CC=C5C4=O)O)(C(=O)C)O)N)O. Cell line: SK-MEL-5. Synergy scores: CSS=60.4, Synergy_ZIP=2.32, Synergy_Bliss=3.94, Synergy_Loewe=-2.85, Synergy_HSA=5.73. (5) Drug 1: C1=CC(=CC=C1CC(C(=O)O)N)N(CCCl)CCCl.Cl. Drug 2: CN(CCCl)CCCl.Cl. Cell line: LOX IMVI. Synergy scores: CSS=15.3, Synergy_ZIP=-4.15, Synergy_Bliss=-1.85, Synergy_Loewe=-3.25, Synergy_HSA=0.701. (6) Drug 1: C1CCN(CC1)CCOC2=CC=C(C=C2)C(=O)C3=C(SC4=C3C=CC(=C4)O)C5=CC=C(C=C5)O. Drug 2: C1C(C(OC1N2C=NC3=C2NC=NCC3O)CO)O. Cell line: SNB-75. Synergy scores: CSS=1.75, Synergy_ZIP=-1.38, Synergy_Bliss=-1.35, Synergy_Loewe=-1.47, Synergy_HSA=-1.67.